From a dataset of Catalyst prediction with 721,799 reactions and 888 catalyst types from USPTO. Predict which catalyst facilitates the given reaction. (1) Reactant: [Na].[NH2:2][C:3]1[C:7]([CH:8]([CH3:10])[CH3:9])=[CH:6][NH:5][N:4]=1.[C:11](OCC)(=[O:18])[CH2:12][C:13](OCC)=[O:14]. Product: [CH:8]([C:7]1[CH:6]=[N:5][N:4]2[C:13]([OH:14])=[CH:12][C:11]([OH:18])=[N:2][C:3]=12)([CH3:10])[CH3:9]. The catalyst class is: 8. (2) Reactant: [Br:1][C:2]1[CH:7]=[CH:6][C:5]([S:8](Cl)(=[O:10])=[O:9])=[CH:4][C:3]=1[CH3:12].[NH2:13][CH:14]1[CH2:19][CH2:18][N:17]([C:20]([O:22][C:23]([CH3:26])([CH3:25])[CH3:24])=[O:21])[CH2:16][CH2:15]1.C(N(CC)C(C)C)(C)C. Product: [Br:1][C:2]1[CH:7]=[CH:6][C:5]([S:8]([NH:13][CH:14]2[CH2:15][CH2:16][N:17]([C:20]([O:22][C:23]([CH3:26])([CH3:25])[CH3:24])=[O:21])[CH2:18][CH2:19]2)(=[O:10])=[O:9])=[CH:4][C:3]=1[CH3:12]. The catalyst class is: 4. (3) Product: [C:22]([O:30][CH2:31][C:32]1[CH:33]=[C:34]([CH:37]=[CH:38][C:39]=1[CH2:40][O:41][C:42](=[O:49])[C:43]1[CH:44]=[CH:45][CH:46]=[CH:47][CH:48]=1)[CH2:35][O:1][C:2]1[CH:3]=[CH:4][C:5]([CH3:21])=[C:6]([C:8]2[CH:13]=[CH:12][C:11]([C:14](=[O:17])[CH2:15][CH3:16])=[CH:10][C:9]=2[CH2:18][CH2:19][CH3:20])[CH:7]=1)(=[O:29])[C:23]1[CH:24]=[CH:25][CH:26]=[CH:27][CH:28]=1. The catalyst class is: 311. Reactant: [OH:1][C:2]1[CH:3]=[CH:4][C:5]([CH3:21])=[C:6]([C:8]2[CH:13]=[CH:12][C:11]([C:14](=[O:17])[CH2:15][CH3:16])=[CH:10][C:9]=2[CH2:18][CH2:19][CH3:20])[CH:7]=1.[C:22]([O:30][CH2:31][C:32]1[CH:33]=[C:34]([CH:37]=[CH:38][C:39]=1[CH2:40][O:41][C:42](=[O:49])[C:43]1[CH:48]=[CH:47][CH:46]=[CH:45][CH:44]=1)[CH2:35]Br)(=[O:29])[C:23]1[CH:28]=[CH:27][CH:26]=[CH:25][CH:24]=1.C(=O)([O-])[O-].[K+].[K+]. (4) Reactant: Br[CH2:2][CH2:3][CH2:4][Cl:5].C(=O)([O-])[O-].[K+].[K+].[CH3:12][CH:13]1[CH2:17][CH2:16][CH2:15][N:14]1[CH2:18][C:19]1[N:20]=[C:21]([C:24]2[CH:29]=[CH:28][C:27]([OH:30])=[CH:26][CH:25]=2)[O:22][CH:23]=1. Product: [Cl:5][CH2:4][CH2:3][CH2:2][O:30][C:27]1[CH:28]=[CH:29][C:24]([C:21]2[O:22][CH:23]=[C:19]([CH2:18][N:14]3[CH2:15][CH2:16][CH2:17][CH:13]3[CH3:12])[N:20]=2)=[CH:25][CH:26]=1. The catalyst class is: 21.